Dataset: Full USPTO retrosynthesis dataset with 1.9M reactions from patents (1976-2016). Task: Predict the reactants needed to synthesize the given product. Given the product [Cl:3][C:4]1[S:8][C:7]([C:9]2[NH:13][C:12]3[CH:14]=[CH:15][C:16]([CH2:18][C:19]([OH:21])=[O:20])=[CH:17][C:11]=3[N:10]=2)=[CH:6][CH:5]=1, predict the reactants needed to synthesize it. The reactants are: [OH-].[Na+].[Cl:3][C:4]1[S:8][C:7]([C:9]2[NH:13][C:12]3[CH:14]=[CH:15][C:16]([CH2:18][C:19]([O:21]CC)=[O:20])=[CH:17][C:11]=3[N:10]=2)=[CH:6][CH:5]=1.